Dataset: Forward reaction prediction with 1.9M reactions from USPTO patents (1976-2016). Task: Predict the product of the given reaction. (1) Given the reactants [F:1][C:2]1[CH:33]=[CH:32][C:31]([C:34]([NH:36][C:37]2[CH:42]=[C:41]([CH3:43])[CH:40]=[CH:39][C:38]=2[F:44])=[O:35])=[CH:30][C:3]=1[O:4][C:5]1[CH:10]=[CH:9][N:8]=[C:7]([C:11]2[NH:15][CH:14]=[C:13]([C:16]([NH:18][CH2:19][CH2:20][CH2:21][NH:22]C(=O)OC(C)(C)C)=[O:17])[CH:12]=2)[CH:6]=1.FC(F)(F)C(O)=O, predict the reaction product. The product is: [NH2:22][CH2:21][CH2:20][CH2:19][NH:18][C:16]([C:13]1[CH:12]=[C:11]([C:7]2[CH:6]=[C:5]([O:4][C:3]3[CH:30]=[C:31]([C:34]([NH:36][C:37]4[CH:42]=[C:41]([CH3:43])[CH:40]=[CH:39][C:38]=4[F:44])=[O:35])[CH:32]=[CH:33][C:2]=3[F:1])[CH:10]=[CH:9][N:8]=2)[NH:15][CH:14]=1)=[O:17]. (2) Given the reactants [F:1][C:2]1[CH:3]=[C:4]2[C:9](=[CH:10][C:11]=1[F:12])[N:8]=[C:7]([O:13][CH3:14])[C:6]([NH:15][C:16](=[O:20])OCC)=[N:5]2.[Br:21][C:22]1[CH:23]=[C:24]([N:28]2[CH2:33][CH2:32][NH:31][CH2:30][CH2:29]2)[CH:25]=[CH:26][CH:27]=1, predict the reaction product. The product is: [F:1][C:2]1[CH:3]=[C:4]2[C:9](=[CH:10][C:11]=1[F:12])[N:8]=[C:7]([O:13][CH3:14])[C:6]([NH:15][C:16]([N:31]1[CH2:30][CH2:29][N:28]([C:24]3[CH:25]=[CH:26][CH:27]=[C:22]([Br:21])[CH:23]=3)[CH2:33][CH2:32]1)=[O:20])=[N:5]2.